This data is from Full USPTO retrosynthesis dataset with 1.9M reactions from patents (1976-2016). The task is: Predict the reactants needed to synthesize the given product. (1) Given the product [C:39]([O:38][C:36]([N:6]1[CH:5]([C:3]([OH:4])=[O:2])[CH2:18][C:17]2[CH:16]=[C:15]3[C:10]([O:11][CH:12]([C:20]4[CH:25]=[CH:24][C:23]([O:26][CH2:27][C:28]5[CH:33]=[CH:32][C:31]([Cl:34])=[C:30]([Cl:35])[CH:29]=5)=[CH:22][CH:21]=4)[C:13](=[O:19])[NH:14]3)=[CH:9][C:8]=2[CH2:7]1)=[O:37])([CH3:42])([CH3:40])[CH3:41], predict the reactants needed to synthesize it. The reactants are: C[O:2][C:3]([C@@H:5]1[CH2:18][C:17]2[CH:16]=[C:15]3[C:10]([O:11][CH:12]([C:20]4[CH:25]=[CH:24][C:23]([O:26][CH2:27][C:28]5[CH:33]=[CH:32][C:31]([Cl:34])=[C:30]([Cl:35])[CH:29]=5)=[CH:22][CH:21]=4)[C:13](=[O:19])[NH:14]3)=[CH:9][C:8]=2[CH2:7][N:6]1[C:36]([O:38][C:39]([CH3:42])([CH3:41])[CH3:40])=[O:37])=[O:4].[OH-].[Li+].Cl. (2) Given the product [CH2:20]([O:19][C:17](=[O:18])[NH:16][CH:8]1[CH2:7][C:6](=[O:23])[O:13][CH:9]1[O:10][CH2:11][CH3:12])[CH:21]=[CH2:22], predict the reactants needed to synthesize it. The reactants are: C(O[C:6](=[O:23])[CH2:7][CH:8]([NH:16][C:17]([O:19][CH2:20][CH:21]=[CH2:22])=[O:18])[CH:9]([O:13]CC)[O:10][CH2:11][CH3:12])(C)(C)C.FC(F)(F)C(O)=O. (3) Given the product [Br:22][C:21]([Br:23])=[CH:1][C:3]1[CH:8]=[CH:7][C:6]([C:9]2[CH:14]=[CH:13][C:12]([C:15]([O:17][CH3:18])=[O:16])=[CH:11][CH:10]=2)=[C:5]([O:19][CH3:20])[CH:4]=1, predict the reactants needed to synthesize it. The reactants are: [CH:1]([C:3]1[CH:8]=[CH:7][C:6]([C:9]2[CH:14]=[CH:13][C:12]([C:15]([O:17][CH3:18])=[O:16])=[CH:11][CH:10]=2)=[C:5]([O:19][CH3:20])[CH:4]=1)=O.[C:21](Br)(Br)([Br:23])[Br:22].C1(P(C2C=CC=CC=2)C2C=CC=CC=2)C=CC=CC=1. (4) Given the product [C:1]([O:20][CH2:21][CH:22]([CH2:24][OH:25])[OH:23])(=[O:19])[CH2:2][CH2:3][CH2:4][CH2:5][CH2:6][CH2:7][CH2:8]/[CH:9]=[CH:10]\[CH2:11][CH2:12][CH2:13][CH2:14][CH2:15][CH2:16][CH2:17][CH3:18].[C:26]([O-:31])(=[O:32])[CH2:27][CH2:28][C:29]([O-:19])=[O:30], predict the reactants needed to synthesize it. The reactants are: [C:1]([O:20][CH2:21][CH:22]([CH2:24][OH:25])[OH:23])(=[O:19])[CH2:2][CH2:3][CH2:4][CH2:5][CH2:6][CH2:7][CH2:8]/[CH:9]=[CH:10]\[CH2:11][CH2:12][CH2:13][CH2:14][CH2:15][CH2:16][CH2:17][CH3:18].[C:26]1(=[O:32])[O:31][C:29](=[O:30])[CH2:28][CH2:27]1.